This data is from TCR-epitope binding with 47,182 pairs between 192 epitopes and 23,139 TCRs. The task is: Binary Classification. Given a T-cell receptor sequence (or CDR3 region) and an epitope sequence, predict whether binding occurs between them. The TCR CDR3 sequence is CASSYGQGPAGEAFF. Result: 0 (the TCR does not bind to the epitope). The epitope is VSFIEFVGW.